From a dataset of Forward reaction prediction with 1.9M reactions from USPTO patents (1976-2016). Predict the product of the given reaction. (1) Given the reactants [O:1]1[CH:6]=[CH:5][CH2:4][CH2:3][CH2:2]1.O.C1(C)C=CC(S(O)(=O)=O)=CC=1.[Cl:19][C:20]1[CH:21]=[N:22][CH:23]=[C:24]([Cl:28])[C:25]=1[CH2:26][OH:27], predict the reaction product. The product is: [Cl:19][C:20]1[CH:21]=[N:22][CH:23]=[C:24]([Cl:28])[C:25]=1[CH2:26][O:27][CH:6]1[CH2:5][CH2:4][CH2:3][CH2:2][O:1]1. (2) The product is: [CH3:1][O:2][C:3](=[O:22])[C:4]1[CH:5]=[CH:6][C:7]([CH2:10][NH:11][C:12]2[CH:17]=[CH:16][C:15]([CH3:18])=[CH:14][C:13]=2[NH2:19])=[CH:8][CH:9]=1. Given the reactants [CH3:1][O:2][C:3](=[O:22])[C:4]1[CH:9]=[CH:8][C:7]([CH2:10][NH:11][C:12]2[CH:17]=[CH:16][C:15]([CH3:18])=[CH:14][C:13]=2[N+:19]([O-])=O)=[CH:6][CH:5]=1.O.NN, predict the reaction product. (3) Given the reactants [C:1]([CH2:3][C:4]1[CH:5]=[C:6]([NH:10][C:11](=O)[CH3:12])[CH:7]=[CH:8][CH:9]=1)#[N:2].FC(F)(F)S(OS(C(F)(F)F)(=O)=O)(=O)=O.C[Si]([N:33]=[N+:34]=[N-:35])(C)C.[Cl-].N, predict the reaction product. The product is: [CH3:12][C:11]1[N:10]([C:6]2[CH:5]=[C:4]([CH2:3][C:1]#[N:2])[CH:9]=[CH:8][CH:7]=2)[N:35]=[N:34][N:33]=1.